This data is from Full USPTO retrosynthesis dataset with 1.9M reactions from patents (1976-2016). The task is: Predict the reactants needed to synthesize the given product. (1) Given the product [ClH:11].[Cl:11][CH2:7][C:2]1[CH:3]=[CH:4][CH:5]=[CH:6][N:1]=1, predict the reactants needed to synthesize it. The reactants are: [N:1]1[CH:6]=[CH:5][CH:4]=[CH:3][C:2]=1[CH2:7]O.O=S(Cl)[Cl:11]. (2) Given the product [CH2:1]([O:8][C:9]1[CH:14]=[CH:13][CH:12]=[C:11]([O:15][CH2:16][C:17]2[CH:22]=[CH:21][CH:20]=[CH:19][CH:18]=2)[C:10]=1[CH:23]=[O:24])[C:2]1[CH:3]=[CH:4][CH:5]=[CH:6][CH:7]=1, predict the reactants needed to synthesize it. The reactants are: [CH2:1]([O:8][C:9]1[CH:14]=[CH:13][CH:12]=[C:11]([O:15][CH2:16][C:17]2[CH:22]=[CH:21][CH:20]=[CH:19][CH:18]=2)[C:10]=1[CH2:23][OH:24])[C:2]1[CH:7]=[CH:6][CH:5]=[CH:4][CH:3]=1.CC(OI1(OC(C)=O)(OC(C)=O)OC(=O)C2C=CC=CC1=2)=O.C([O-])(O)=O.[Na+]. (3) Given the product [Cl:15][C:5]1[C:6]([NH:8][C:9]2[CH:14]=[CH:13][CH:12]=[CH:11][CH:10]=2)=[N:7][C:2]([NH:24][C:23]2[CH:25]=[CH:26][C:20]([P:17]([CH3:16])([CH3:19])=[O:18])=[CH:21][C:22]=2[O:27][CH3:28])=[N:3][CH:4]=1, predict the reactants needed to synthesize it. The reactants are: Cl[C:2]1[N:7]=[C:6]([NH:8][C:9]2[CH:14]=[CH:13][CH:12]=[CH:11][CH:10]=2)[C:5]([Cl:15])=[CH:4][N:3]=1.[CH3:16][P:17]([C:20]1[CH:26]=[CH:25][C:23]([NH2:24])=[C:22]([O:27][CH3:28])[CH:21]=1)([CH3:19])=[O:18].Cl. (4) Given the product [OH:26][C:23]([CH3:25])([CH3:24])[CH2:22][C@@:13]1([C:16]2[CH:21]=[CH:20][CH:19]=[CH:18][CH:17]=2)[O:12][C:11](=[O:27])[N:10]([C@H:8]([C:5]2[CH:6]=[CH:7][C:2]([C:31]#[C:30][C:29]([OH:28])([CH3:33])[CH3:32])=[CH:3][CH:4]=2)[CH3:9])[CH2:15][CH2:14]1, predict the reactants needed to synthesize it. The reactants are: Br[C:2]1[CH:7]=[CH:6][C:5]([C@@H:8]([N:10]2[CH2:15][CH2:14][C@:13]([CH2:22][C:23]([OH:26])([CH3:25])[CH3:24])([C:16]3[CH:21]=[CH:20][CH:19]=[CH:18][CH:17]=3)[O:12][C:11]2=[O:27])[CH3:9])=[CH:4][CH:3]=1.[OH:28][C:29]([CH3:33])([CH3:32])[C:30]#[CH:31].